Dataset: Catalyst prediction with 721,799 reactions and 888 catalyst types from USPTO. Task: Predict which catalyst facilitates the given reaction. Reactant: Br[C:2]1[CH:3]=[C:4]([NH:10][CH2:11][C@@H:12]([NH:16][C:17](=[O:23])[O:18][C:19]([CH3:22])([CH3:21])[CH3:20])[CH2:13][O:14][CH3:15])[CH:5]=[CH:6][C:7]=1[C:8]#[N:9].Cl.[NH2:25][C:26]1[S:30][N:29]=[C:28]([CH3:31])[CH:27]=1.C1C=CC(P(C2C(C3C(P(C4C=CC=CC=4)C4C=CC=CC=4)=CC=C4C=3C=CC=C4)=C3C(C=CC=C3)=CC=2)C2C=CC=CC=2)=CC=1.C([O-])([O-])=O.[K+].[K+]. Product: [C:8]([C:7]1[CH:6]=[CH:5][C:4]([NH:10][CH2:11][C@@H:12]([NH:16][C:17](=[O:23])[O:18][C:19]([CH3:22])([CH3:21])[CH3:20])[CH2:13][O:14][CH3:15])=[CH:3][C:2]=1[NH:25][C:26]1[S:30][N:29]=[C:28]([CH3:31])[CH:27]=1)#[N:9]. The catalyst class is: 318.